From a dataset of Forward reaction prediction with 1.9M reactions from USPTO patents (1976-2016). Predict the product of the given reaction. (1) Given the reactants Br[C:2]1(Br)[C:10]2[C:5](=[N:6][CH:7]=[CH:8][CH:9]=2)[N:4]([C:11]2[CH:12]=[N:13][CH:14]=[CH:15][CH:16]=2)[C:3]1=[O:17].C(=O)([O-])O.[Na+], predict the reaction product. The product is: [N:13]1[CH:14]=[CH:15][CH:16]=[C:11]([N:4]2[C:5]3=[N:6][CH:7]=[CH:8][CH:9]=[C:10]3[CH2:2][C:3]2=[O:17])[CH:12]=1. (2) Given the reactants FC(F)(F)S(O[C:7]1[CH2:14][CH:13]2[CH2:15][CH:9]([CH2:10][N:11]([C:16]([O:18][C:19]([CH3:22])([CH3:21])[CH3:20])=[O:17])[CH2:12]2)[CH:8]=1)(=O)=O.[F:25][C:26]1[CH:27]=[C:28](B(O)O)[CH:29]=[CH:30][C:31]=1[F:32].C([O-])([O-])=O.[Na+].[Na+], predict the reaction product. The product is: [F:25][C:26]1[CH:27]=[C:28]([C:7]2[CH2:14][CH:13]3[CH2:15][CH:9]([CH2:10][N:11]([C:16]([O:18][C:19]([CH3:20])([CH3:21])[CH3:22])=[O:17])[CH2:12]3)[CH:8]=2)[CH:29]=[CH:30][C:31]=1[F:32]. (3) Given the reactants [C:1]([O:5][C:6]([NH:8][C:9]([CH3:24])([CH3:23])[CH2:10][C:11]1[O:12][C:13]2[CH:19]=[CH:18][C:17]([C:20]([OH:22])=[O:21])=[CH:16][C:14]=2[CH:15]=1)=[O:7])([CH3:4])([CH3:3])[CH3:2].[CH2:25](Br)[C:26]1[CH:31]=[CH:30][CH:29]=[CH:28][CH:27]=1.C(=O)([O-])[O-].[K+].[K+], predict the reaction product. The product is: [C:1]([O:5][C:6]([NH:8][C:9]([CH3:24])([CH3:23])[CH2:10][C:11]1[O:12][C:13]2[CH:19]=[CH:18][C:17]([C:20]([O:22][CH2:25][C:26]3[CH:31]=[CH:30][CH:29]=[CH:28][CH:27]=3)=[O:21])=[CH:16][C:14]=2[CH:15]=1)=[O:7])([CH3:4])([CH3:2])[CH3:3]. (4) Given the reactants [NH2:1][C:2]1[CH:7]=[CH:6][C:5]([CH:8]2[C:17]([CH3:19])([CH3:18])[CH2:16][C:15]3[C:10](=[CH:11][CH:12]=[C:13]([C:20]([OH:22])=[O:21])[CH:14]=3)[NH:9]2)=[CH:4][CH:3]=1.[F:23][C:24]1[CH:29]=[CH:28][C:27]([S:30](Cl)(=[O:32])=[O:31])=[CH:26][CH:25]=1, predict the reaction product. The product is: [F:23][C:24]1[CH:29]=[CH:28][C:27]([S:30]([NH:1][C:2]2[CH:3]=[CH:4][C:5]([CH:8]3[C:17]([CH3:18])([CH3:19])[CH2:16][C:15]4[C:10](=[CH:11][CH:12]=[C:13]([C:20]([OH:22])=[O:21])[CH:14]=4)[NH:9]3)=[CH:6][CH:7]=2)(=[O:32])=[O:31])=[CH:26][CH:25]=1. (5) Given the reactants [CH:1]1([S:4]([C:7]2[CH:12]=[CH:11][C:10]([CH:13]([C:21]3[NH:25][C:24]([C:26]4[S:27][C:28]([CH:31]5[CH2:35][O:34]C(C)(C)[O:32]5)=[CH:29][N:30]=4)=[CH:23][CH:22]=3)[CH2:14][CH:15]3[CH2:20][CH2:19][O:18][CH2:17][CH2:16]3)=[CH:9][CH:8]=2)(=[O:6])=[O:5])[CH2:3][CH2:2]1.Cl, predict the reaction product. The product is: [CH:1]1([S:4]([C:7]2[CH:12]=[CH:11][C:10]([CH:13]([C:21]3[NH:25][C:24]([C:26]4[S:27][C:28]([CH:31]([OH:32])[CH2:35][OH:34])=[CH:29][N:30]=4)=[CH:23][CH:22]=3)[CH2:14][CH:15]3[CH2:20][CH2:19][O:18][CH2:17][CH2:16]3)=[CH:9][CH:8]=2)(=[O:5])=[O:6])[CH2:3][CH2:2]1. (6) Given the reactants [CH3:1][C:2]1[S:6][C:5]([NH:7][C:8]2[CH:13]=[CH:12][CH:11]=[CH:10][C:9]=2[N+:14]([O-])=O)=[C:4]([C:17]#[N:18])[CH:3]=1, predict the reaction product. The product is: [NH2:14][C:9]1[CH:10]=[CH:11][CH:12]=[CH:13][C:8]=1[NH:7][C:5]1[S:6][C:2]([CH3:1])=[CH:3][C:4]=1[C:17]#[N:18].